From a dataset of Blood-brain barrier permeability classification from the B3DB database. Regression/Classification. Given a drug SMILES string, predict its absorption, distribution, metabolism, or excretion properties. Task type varies by dataset: regression for continuous measurements (e.g., permeability, clearance, half-life) or binary classification for categorical outcomes (e.g., BBB penetration, CYP inhibition). Dataset: b3db_classification. The molecule is O=C(c1ccc(C(=O)N2CCN(c3ccc(OC4CCN(C5CCC5)CC4)cc3)C(=O)C2)cc1)N1CCC1. The result is 1 (penetrates BBB).